This data is from Catalyst prediction with 721,799 reactions and 888 catalyst types from USPTO. The task is: Predict which catalyst facilitates the given reaction. Reactant: C([Mg]Cl)(C)C.Br[C:7]1[N:11]([CH3:12])[CH:10]=[N:9][CH:8]=1.[Cl:13][C:14]1[C:23]2[C:18](=[CH:19][CH:20]=[C:21]([C:24]([C:26]3[CH:33]=[CH:32][C:29]([C:30]#[N:31])=[CH:28][CH:27]=3)=[O:25])[CH:22]=2)[N:17]=[C:16]([O:34][CH3:35])[C:15]=1[CH2:36][N:37]1[CH2:42][CH2:41][CH:40]([C:43]([F:46])([F:45])[F:44])[CH2:39][CH2:38]1. Product: [Cl:13][C:14]1[C:23]2[C:18](=[CH:19][CH:20]=[C:21]([C:24]([OH:25])([C:7]3[N:11]([CH3:12])[CH:10]=[N:9][CH:8]=3)[C:26]3[CH:33]=[CH:32][C:29]([C:30]#[N:31])=[CH:28][CH:27]=3)[CH:22]=2)[N:17]=[C:16]([O:34][CH3:35])[C:15]=1[CH2:36][N:37]1[CH2:38][CH2:39][CH:40]([C:43]([F:44])([F:45])[F:46])[CH2:41][CH2:42]1. The catalyst class is: 1.